From a dataset of NCI-60 drug combinations with 297,098 pairs across 59 cell lines. Regression. Given two drug SMILES strings and cell line genomic features, predict the synergy score measuring deviation from expected non-interaction effect. (1) Drug 2: C1=CC(=CC=C1CC(C(=O)O)N)N(CCCl)CCCl.Cl. Synergy scores: CSS=5.03, Synergy_ZIP=-0.719, Synergy_Bliss=-2.18, Synergy_Loewe=-5.82, Synergy_HSA=-5.68. Drug 1: CC12CCC(CC1=CCC3C2CCC4(C3CC=C4C5=CN=CC=C5)C)O. Cell line: UACC-257. (2) Drug 1: C1CN1P(=S)(N2CC2)N3CC3. Drug 2: COCCOC1=C(C=C2C(=C1)C(=NC=N2)NC3=CC=CC(=C3)C#C)OCCOC.Cl. Cell line: OVCAR-5. Synergy scores: CSS=8.09, Synergy_ZIP=1.04, Synergy_Bliss=5.81, Synergy_Loewe=0.763, Synergy_HSA=3.41. (3) Drug 1: CC12CCC(CC1=CCC3C2CCC4(C3CC=C4C5=CN=CC=C5)C)O. Drug 2: C1=CN(C=N1)CC(O)(P(=O)(O)O)P(=O)(O)O. Cell line: ACHN. Synergy scores: CSS=14.3, Synergy_ZIP=6.04, Synergy_Bliss=8.70, Synergy_Loewe=8.42, Synergy_HSA=8.96. (4) Drug 1: CCCCCOC(=O)NC1=NC(=O)N(C=C1F)C2C(C(C(O2)C)O)O. Drug 2: N.N.Cl[Pt+2]Cl. Cell line: KM12. Synergy scores: CSS=24.6, Synergy_ZIP=-8.84, Synergy_Bliss=-6.64, Synergy_Loewe=-15.2, Synergy_HSA=-5.33.